From a dataset of NCI-60 drug combinations with 297,098 pairs across 59 cell lines. Regression. Given two drug SMILES strings and cell line genomic features, predict the synergy score measuring deviation from expected non-interaction effect. (1) Drug 1: CC1=C2C(C(=O)C3(C(CC4C(C3C(C(C2(C)C)(CC1OC(=O)C(C(C5=CC=CC=C5)NC(=O)C6=CC=CC=C6)O)O)OC(=O)C7=CC=CC=C7)(CO4)OC(=O)C)O)C)OC(=O)C. Drug 2: C1CN(P(=O)(OC1)NCCCl)CCCl. Cell line: 786-0. Synergy scores: CSS=1.72, Synergy_ZIP=-3.79, Synergy_Bliss=1.96, Synergy_Loewe=-9.15, Synergy_HSA=0.164. (2) Drug 1: CN1C(=O)N2C=NC(=C2N=N1)C(=O)N. Drug 2: CC1C(C(CC(O1)OC2CC(CC3=C2C(=C4C(=C3O)C(=O)C5=C(C4=O)C(=CC=C5)OC)O)(C(=O)CO)O)N)O.Cl. Cell line: A498. Synergy scores: CSS=31.0, Synergy_ZIP=-3.25, Synergy_Bliss=-1.02, Synergy_Loewe=-8.15, Synergy_HSA=-1.09. (3) Drug 1: C1CC(=O)NC(=O)C1N2C(=O)C3=CC=CC=C3C2=O. Drug 2: CC(C)CN1C=NC2=C1C3=CC=CC=C3N=C2N. Cell line: 786-0. Synergy scores: CSS=-2.65, Synergy_ZIP=0.942, Synergy_Bliss=-0.924, Synergy_Loewe=-3.71, Synergy_HSA=-3.07. (4) Drug 1: C1=CC=C(C=C1)NC(=O)CCCCCCC(=O)NO. Drug 2: C1=NC2=C(N1)C(=S)N=CN2. Cell line: SW-620. Synergy scores: CSS=39.1, Synergy_ZIP=-5.69, Synergy_Bliss=0.855, Synergy_Loewe=-0.517, Synergy_HSA=3.17. (5) Drug 1: CC1=C2C(C(=O)C3(C(CC4C(C3C(C(C2(C)C)(CC1OC(=O)C(C(C5=CC=CC=C5)NC(=O)OC(C)(C)C)O)O)OC(=O)C6=CC=CC=C6)(CO4)OC(=O)C)O)C)O. Cell line: RPMI-8226. Drug 2: CN1C2=C(C=C(C=C2)N(CCCl)CCCl)N=C1CCCC(=O)O.Cl. Synergy scores: CSS=38.5, Synergy_ZIP=15.8, Synergy_Bliss=16.1, Synergy_Loewe=1.72, Synergy_HSA=15.7. (6) Drug 2: C1=NC2=C(N1)C(=S)N=CN2. Synergy scores: CSS=24.9, Synergy_ZIP=-7.40, Synergy_Bliss=-10.4, Synergy_Loewe=-11.8, Synergy_HSA=-8.94. Drug 1: CC1C(C(=O)NC(C(=O)N2CCCC2C(=O)N(CC(=O)N(C(C(=O)O1)C(C)C)C)C)C(C)C)NC(=O)C3=C4C(=C(C=C3)C)OC5=C(C(=O)C(=C(C5=N4)C(=O)NC6C(OC(=O)C(N(C(=O)CN(C(=O)C7CCCN7C(=O)C(NC6=O)C(C)C)C)C)C(C)C)C)N)C. Cell line: SK-MEL-28. (7) Drug 1: C1CN1C2=NC(=NC(=N2)N3CC3)N4CC4. Drug 2: CCC1(C2=C(COC1=O)C(=O)N3CC4=CC5=C(C=CC(=C5CN(C)C)O)N=C4C3=C2)O.Cl. Cell line: SK-OV-3. Synergy scores: CSS=41.7, Synergy_ZIP=-3.72, Synergy_Bliss=-1.11, Synergy_Loewe=-7.79, Synergy_HSA=2.15. (8) Drug 1: C1CC(=O)NC(=O)C1N2CC3=C(C2=O)C=CC=C3N. Drug 2: C1CCC(C(C1)N)N.C(=O)(C(=O)[O-])[O-].[Pt+4]. Cell line: HCT116. Synergy scores: CSS=24.7, Synergy_ZIP=-8.50, Synergy_Bliss=-11.3, Synergy_Loewe=-20.4, Synergy_HSA=-8.27. (9) Drug 1: CCC1=CC2CC(C3=C(CN(C2)C1)C4=CC=CC=C4N3)(C5=C(C=C6C(=C5)C78CCN9C7C(C=CC9)(C(C(C8N6C)(C(=O)OC)O)OC(=O)C)CC)OC)C(=O)OC.C(C(C(=O)O)O)(C(=O)O)O. Drug 2: CC12CCC3C(C1CCC2OP(=O)(O)O)CCC4=C3C=CC(=C4)OC(=O)N(CCCl)CCCl.[Na+]. Cell line: ACHN. Synergy scores: CSS=14.9, Synergy_ZIP=-1.25, Synergy_Bliss=4.27, Synergy_Loewe=-15.5, Synergy_HSA=5.17. (10) Drug 1: CC1C(C(=O)NC(C(=O)N2CCCC2C(=O)N(CC(=O)N(C(C(=O)O1)C(C)C)C)C)C(C)C)NC(=O)C3=C4C(=C(C=C3)C)OC5=C(C(=O)C(=C(C5=N4)C(=O)NC6C(OC(=O)C(N(C(=O)CN(C(=O)C7CCCN7C(=O)C(NC6=O)C(C)C)C)C)C(C)C)C)N)C. Drug 2: C1CC(=O)NC(=O)C1N2C(=O)C3=CC=CC=C3C2=O. Cell line: 786-0. Synergy scores: CSS=9.83, Synergy_ZIP=-4.16, Synergy_Bliss=-1.74, Synergy_Loewe=-7.48, Synergy_HSA=-3.98.